Predict the reaction yield, written as a fraction of the theoretical maximum amount of product (1.0 means a 100% yield; for example, 0.34 means a 34% yield). From a dataset of Reaction yield outcomes from USPTO patents with 853,638 reactions. (1) The yield is 0.820. The product is [CH3:1][C:2]1[CH:10]=[CH:9][CH:8]=[CH:7][C:3]=1[C:4]([O:6][CH3:11])=[O:5]. No catalyst specified. The reactants are [CH3:1][C:2]1[CH:10]=[CH:9][CH:8]=[CH:7][C:3]=1[C:4]([OH:6])=[O:5].[CH3:11]O.Cl. (2) The reactants are [CH:1](=O)[C:2]1[CH:9]=[CH:8][C:5]([CH:6]=[O:7])=[CH:4][CH:3]=1.[CH3:11][C:12]1[CH:17]=[C:16]([CH3:18])[CH:15]=[CH:14][C:13]=1[OH:19].[OH2:20].[C:21]1([CH3:31])[CH:26]=[CH:25][C:24](S(O)(=O)=O)=[CH:23][CH:22]=1.[C:32]1(C)C(C)=CC=CC=1. No catalyst specified. The product is [OH:20][C:24]1[C:25]([CH3:32])=[CH:26][C:21]([CH3:31])=[CH:22][C:23]=1[C:4]1[C:3]([C:14]2[CH:15]=[C:16]([CH3:18])[CH:17]=[C:12]([CH3:11])[C:13]=2[OH:19])=[C:2]([CH3:1])[CH:9]=[CH:8][C:5]=1[CH:6]=[O:7]. The yield is 0.660. (3) The reactants are O.[Na+].[CH2:3]([S:11]([O-:14])(=[O:13])=[O:12])[CH2:4][CH2:5][CH2:6][CH2:7][CH2:8][CH2:9][CH3:10].[CH3:15][C@@H:16]1[O:21][C@@H:20]([O:22][C@@H:23]2[C:28]3=[C:29]([OH:46])[C:30]4[C:42](=[O:43])[C:41]5[C:36](=[CH:37][CH:38]=[CH:39][C:40]=5[O:44][CH3:45])[C:34](=[O:35])[C:31]=4[C:32]([OH:33])=[C:27]3[CH2:26][C@@:25]([OH:51])([C:47]([CH2:49][OH:50])=[O:48])[CH2:24]2)[CH2:19][C@H:18]([NH2:52])[C@@H:17]1[OH:53].Cl. The catalyst is O. The product is [CH3:15][C@@H:16]1[O:21][C@@H:20]([O:22][C@@H:23]2[C:28]3=[C:29]([OH:46])[C:30]4[C:42](=[O:43])[C:41]5[C:36](=[CH:37][CH:38]=[CH:39][C:40]=5[O:44][CH3:45])[C:34](=[O:35])[C:31]=4[C:32]([OH:33])=[C:27]3[CH2:26][C@@:25]([OH:51])([C:47]([CH2:49][OH:50])=[O:48])[CH2:24]2)[CH2:19][C@H:18]([NH2:52])[C@@H:17]1[OH:53].[CH2:3]([S:11]([O-:14])(=[O:12])=[O:13])[CH2:4][CH2:5][CH2:6][CH2:7][CH2:8][CH2:9][CH3:10]. The yield is 0.850. (4) The reactants are ClCC([NH:5][C:6]1([C:12]2[CH:17]=[CH:16][C:15]([CH3:18])=[CH:14][C:13]=2[CH3:19])[CH2:11][CH2:10][O:9][CH2:8][CH2:7]1)=O.NC(N)=S.O.[OH-].[Na+]. The catalyst is CC(O)=O.CCO.CO. The product is [CH3:19][C:13]1[CH:14]=[C:15]([CH3:18])[CH:16]=[CH:17][C:12]=1[C:6]1([NH2:5])[CH2:7][CH2:8][O:9][CH2:10][CH2:11]1. The yield is 0.294. (5) The reactants are Cl[C:2]1[N:3]=[CH:4][C:5]2[N:10]=[C:9]([NH:11][C:12](=[O:16])[O:13][CH2:14][CH3:15])[S:8][C:6]=2[N:7]=1.[CH3:17][NH:18][CH3:19].CO. No catalyst specified. The product is [CH3:17][N:18]([CH3:19])[C:2]1[N:3]=[CH:4][C:5]2[N:10]=[C:9]([NH:11][C:12](=[O:16])[O:13][CH2:14][CH3:15])[S:8][C:6]=2[N:7]=1. The yield is 0.990. (6) The reactants are [Cl:1][C:2]1[CH:7]=[C:6]2[NH:8][C:9](=[O:31])[C:10]3([CH:15]([C:16]4[CH:21]=[CH:20][CH:19]=[C:18]([Cl:22])[CH:17]=4)[CH2:14][C:13](=O)[NH:12][CH:11]3[C:24]3[CH:29]=[CH:28][CH:27]=[C:26]([F:30])[CH:25]=3)[C:5]2=[CH:4][CH:3]=1.[N:32]([C:35]([CH3:38])([CH3:37])[CH3:36])=[C:33]=[O:34]. The catalyst is ClCCl. The product is [C:35]([NH:32][C:33]([N:12]1[CH2:13][CH2:14][CH:15]([C:16]2[CH:21]=[CH:20][CH:19]=[C:18]([Cl:22])[CH:17]=2)[C:10]2([C:5]3[C:6](=[CH:7][C:2]([Cl:1])=[CH:3][CH:4]=3)[NH:8][C:9]2=[O:31])[CH:11]1[C:24]1[CH:29]=[CH:28][CH:27]=[C:26]([F:30])[CH:25]=1)=[O:34])([CH3:38])([CH3:37])[CH3:36]. The yield is 1.00.